Task: Predict which catalyst facilitates the given reaction.. Dataset: Catalyst prediction with 721,799 reactions and 888 catalyst types from USPTO (1) Reactant: [C:1]1([CH3:10])[CH:6]=[CH:5][C:4]([C:7]([OH:9])=O)=[CH:3][CH:2]=1.CN(C(ON1N=NC2C=CC=NC1=2)=[N+](C)C)C.F[P-](F)(F)(F)(F)F.C(N(C(C)C)C(C)C)C.[O:44]1[CH2:49][CH2:48][O:47][CH2:46][CH:45]1[C:50]1[C:58]2[S:57][C:56]([NH2:59])=[N:55][C:54]=2[C:53]([O:60][CH3:61])=[CH:52][CH:51]=1. Product: [O:44]1[CH2:49][CH2:48][O:47][CH2:46][CH:45]1[C:50]1[C:58]2[S:57][C:56]([NH:59][C:7](=[O:9])[C:4]3[CH:3]=[CH:2][C:1]([CH3:10])=[CH:6][CH:5]=3)=[N:55][C:54]=2[C:53]([O:60][CH3:61])=[CH:52][CH:51]=1. The catalyst class is: 396. (2) Reactant: Br[C:2]1[CH:3]=[C:4]([CH:16]=[CH:17][CH:18]=1)[O:5][CH2:6][CH2:7][NH:8][C:9](=[O:15])[O:10][C:11]([CH3:14])([CH3:13])[CH3:12].[B:19]1([B:19]2[O:23][C:22]([CH3:25])([CH3:24])[C:21]([CH3:27])([CH3:26])[O:20]2)[O:23][C:22]([CH3:25])([CH3:24])[C:21]([CH3:27])([CH3:26])[O:20]1.C1C=CC(P(C2C(C3C(P(C4C=CC=CC=4)C4C=CC=CC=4)=CC=C4C=3C=CC=C4)=C3C(C=CC=C3)=CC=2)C2C=CC=CC=2)=CC=1.C(=O)([O-])[O-].[Cs+].[Cs+]. Product: [CH3:26][C:21]1([CH3:27])[C:22]([CH3:25])([CH3:24])[O:23][B:19]([C:2]2[CH:3]=[C:4]([CH:16]=[CH:17][CH:18]=2)[O:5][CH2:6][CH2:7][NH:8][C:9](=[O:15])[O:10][C:11]([CH3:14])([CH3:13])[CH3:12])[O:20]1. The catalyst class is: 160. (3) The catalyst class is: 40. Product: [CH3:16][C:6]([NH2:5])([CH3:15])[CH2:7][C:8]1[CH:13]=[CH:12][C:11]([CH3:14])=[CH:10][CH:9]=1. Reactant: ClCC([NH:5][C:6]([CH3:16])([CH3:15])[CH2:7][C:8]1[CH:13]=[CH:12][C:11]([CH3:14])=[CH:10][CH:9]=1)=O.NC(N)=S.C(O)(=O)C.[OH-].[Na+].